Task: Binary Classification. Given a miRNA mature sequence and a target amino acid sequence, predict their likelihood of interaction.. Dataset: Experimentally validated miRNA-target interactions with 360,000+ pairs, plus equal number of negative samples The miRNA is hsa-miR-7113-3p with sequence CCUCCCUGCCCGCCUCUCUGCAG. The protein sequence of the target gene is MSRYRFRKARSNWPMGQNDSRWEPPPVRLNELVTATEPEEIPLPKLEDQPYEGGPLNMTGFMYHPRTKKYYKMTQDPTMPQGFSKSDLDRMEKAREAKFQANRPRFTSGSFIQRPVFKPITTLMDDLTLGRCTMARVERHIHESRLLNCNPKPSFTIKTPIEHYDVSGCEFLDVSETGDRIVGTFTVNPNGVAAKHSAVYVFEVDSIGDTIQSESSRREAYQLLPIRSRSNNAGFNTLGLTVRPMLRDDGFSDEPSYLDYAVTRYNSFIVDQTLARVDADVTCMLTVTANDTITRNGNVC.... Result: 0 (no interaction).